Dataset: Catalyst prediction with 721,799 reactions and 888 catalyst types from USPTO. Task: Predict which catalyst facilitates the given reaction. (1) Reactant: [F:1][C:2]1[CH:7]=[CH:6][C:5]([N:8]2[CH2:13][CH2:12][NH:11][CH2:10][C:9]2=[O:14])=[C:4]([CH3:15])[CH:3]=1.CCN(C(C)C)C(C)C.[Cl:25][C:26]1[C:34]([Cl:35])=[CH:33][CH:32]=[CH:31][C:27]=1[C:28](Cl)=[O:29].C(O)(=O)CC(CC(O)=O)(C(O)=O)O. Product: [Cl:25][C:26]1[C:34]([Cl:35])=[CH:33][CH:32]=[CH:31][C:27]=1[C:28]([N:11]1[CH2:12][CH2:13][N:8]([C:5]2[CH:6]=[CH:7][C:2]([F:1])=[CH:3][C:4]=2[CH3:15])[C:9](=[O:14])[CH2:10]1)=[O:29]. The catalyst class is: 4. (2) Reactant: [CH2:1]([O:8][C:9]1[C:14]([C:15]([CH3:18])([CH3:17])[CH3:16])=[CH:13][CH:12]=[CH:11][C:10]=1[CH:19]([C:21]1[C:22]([O:33][CH3:34])=[C:23]([C:27]2[CH:32]=[CH:31][CH:30]=[CH:29][CH:28]=2)[CH:24]=[CH:25][CH:26]=1)[OH:20])[C:2]1[CH:7]=[CH:6][CH:5]=[CH:4][CH:3]=1. Product: [CH2:1]([O:8][C:9]1[C:14]([C:15]([CH3:18])([CH3:17])[CH3:16])=[CH:13][CH:12]=[CH:11][C:10]=1[C:19]([C:21]1[C:22]([O:33][CH3:34])=[C:23]([C:27]2[CH:32]=[CH:31][CH:30]=[CH:29][CH:28]=2)[CH:24]=[CH:25][CH:26]=1)=[O:20])[C:2]1[CH:3]=[CH:4][CH:5]=[CH:6][CH:7]=1. The catalyst class is: 327. (3) Reactant: [CH3:1][C:2]1[C:7]([N+:8]([O-:10])=[O:9])=[CH:6][CH:5]=[CH:4][C:3]=1[OH:11].C(=O)([O-])[O-].[K+].[K+].Br[C:19]([CH3:25])([CH3:24])[C:20]([O:22][CH3:23])=[O:21].O. Product: [CH3:24][C:19]([O:11][C:3]1[CH:4]=[CH:5][CH:6]=[C:7]([N+:8]([O-:10])=[O:9])[C:2]=1[CH3:1])([CH3:25])[C:20]([O:22][CH3:23])=[O:21]. The catalyst class is: 3.